This data is from Full USPTO retrosynthesis dataset with 1.9M reactions from patents (1976-2016). The task is: Predict the reactants needed to synthesize the given product. (1) Given the product [CH2:15]([O:1][C:2]1[CH:11]=[CH:10][C:9]([N+:12]([O-:14])=[O:13])=[CH:8][C:3]=1[C:4]([O:6][CH3:7])=[O:5])[CH3:16], predict the reactants needed to synthesize it. The reactants are: [OH:1][C:2]1[CH:11]=[CH:10][C:9]([N+:12]([O-:14])=[O:13])=[CH:8][C:3]=1[C:4]([O:6][CH3:7])=[O:5].[C:15]1(P(C2C=CC=CC=2)C2C=CC=CC=2)C=CC=C[CH:16]=1.CCO.C(OC(N=NC(OC(C)C)=O)=O)(C)C. (2) Given the product [C:13]1([C@H:5]([O:4][C:3]2[CH:19]=[CH:20][CH:21]=[CH:22][C:2]=2[C:25]2[CH:24]=[N:23][CH:28]=[CH:27][CH:26]=2)[C@H:6]2[O:7][CH2:8][CH2:9][NH:10][CH2:11]2)[CH:18]=[CH:17][CH:16]=[CH:15][CH:14]=1, predict the reactants needed to synthesize it. The reactants are: Br[C:2]1[CH:22]=[CH:21][CH:20]=[CH:19][C:3]=1[O:4][CH:5]([C:13]1[CH:18]=[CH:17][CH:16]=[CH:15][CH:14]=1)[CH:6]1[CH2:11][NH:10][C:9](=O)[CH2:8][O:7]1.[N:23]1[CH:28]=[CH:27][C:26](B(O)O)=[CH:25][CH:24]=1.